From a dataset of Reaction yield outcomes from USPTO patents with 853,638 reactions. Predict the reaction yield, written as a fraction of the theoretical maximum amount of product (1.0 means a 100% yield; for example, 0.34 means a 34% yield). (1) The reactants are [NH2:1][C:2]1[C:7]2[N:8]=[C:9]([CH2:11][N:12]3[CH2:17][CH2:16][N:15]([C:18]([O:20][C:21]([CH3:24])([CH3:23])[CH3:22])=[O:19])[CH2:14][CH2:13]3)[O:10][C:6]=2[CH:5]=[CH:4][CH:3]=1.C(N(CC)CC)C.[CH3:32][C:33]1[CH:38]=[CH:37][C:36]([N:39]=[C:40]=[O:41])=[CH:35][N:34]=1. The catalyst is C(Cl)Cl. The product is [CH3:32][C:33]1[N:34]=[CH:35][C:36]([NH:39][C:40](=[O:41])[NH:1][C:2]2[C:7]3[N:8]=[C:9]([CH2:11][N:12]4[CH2:17][CH2:16][N:15]([C:18]([O:20][C:21]([CH3:24])([CH3:23])[CH3:22])=[O:19])[CH2:14][CH2:13]4)[O:10][C:6]=3[CH:5]=[CH:4][CH:3]=2)=[CH:37][CH:38]=1. The yield is 1.00. (2) The reactants are [C:1]1([C:6]2[N:10]3[CH2:11][CH2:12][N:13]([CH3:15])[CH2:14][C:9]3=[C:8]([C:16]([NH:18][C@@H:19]([C:24]([CH3:27])([CH3:26])[CH3:25])[C:20]([NH:22][CH3:23])=[O:21])=[O:17])[N:7]=2)[CH2:5][CH2:4][CH2:3][CH:2]=1. The catalyst is [Pd].CO. The product is [CH:1]1([C:6]2[N:10]3[CH2:11][CH2:12][N:13]([CH3:15])[CH2:14][C:9]3=[C:8]([C:16]([NH:18][C@@H:19]([C:24]([CH3:27])([CH3:26])[CH3:25])[C:20]([NH:22][CH3:23])=[O:21])=[O:17])[N:7]=2)[CH2:2][CH2:3][CH2:4][CH2:5]1. The yield is 0.780. (3) The reactants are [CH3:1][O:2][C:3](=[O:12])[CH2:4][C:5]1[CH:10]=[CH:9][CH:8]=[C:7]([OH:11])[CH:6]=1.[Br:13][CH2:14][C@@H:15]([CH3:18])[CH2:16]O.C1(P(C2C=CC=CC=2)C2C=CC=CC=2)C=CC=CC=1.CC(OC(/N=N/C(OC(C)C)=O)=O)C. The catalyst is C1(C)C=CC=CC=1.CCCCCC. The product is [CH3:1][O:2][C:3](=[O:12])[CH2:4][C:5]1[CH:10]=[CH:9][CH:8]=[C:7]([O:11][CH2:16][C@H:15]([CH3:18])[CH2:14][Br:13])[CH:6]=1. The yield is 0.630. (4) The reactants are [CH:1]([NH:4][S:5]([C:8]1[CH:13]=[CH:12][C:11]([N+:14]([O-])=O)=[CH:10][CH:9]=1)(=[O:7])=[O:6])([CH3:3])[CH3:2].[Cl-].[NH4+]. The catalyst is O.[Fe]. The product is [NH2:14][C:11]1[CH:12]=[CH:13][C:8]([S:5]([NH:4][CH:1]([CH3:3])[CH3:2])(=[O:7])=[O:6])=[CH:9][CH:10]=1. The yield is 0.890. (5) The reactants are S(=O)(=O)(O)N.P([O-])(O)(O)=O.[Na+].[CH3:12][C:13]([C:16]1[CH:17]=[CH:18][C:19]([OH:24])=[C:20]([CH:23]=1)[CH:21]=[O:22])([CH3:15])[CH3:14].Cl([O-])=[O:26].[Na+].S([O-])([O-])=O.[Na+].[Na+].Cl. The catalyst is O1CCOCC1.O. The product is [CH3:15][C:13]([C:16]1[CH:23]=[C:20]([C:21]([OH:26])=[O:22])[C:19]([OH:24])=[CH:18][CH:17]=1)([CH3:12])[CH3:14]. The yield is 0.774. (6) The reactants are [Cl:1][C:2]1[CH:3]=[C:4]2[C:9](=[CH:10][C:11]=1[OH:12])[O:8][CH2:7][CH2:6][CH:5]2[C:13]([O:15][CH2:16][CH3:17])=[O:14].[Br:18]Br. The catalyst is C(O)(=O)C. The product is [Br:18][C:10]1[C:11]([OH:12])=[C:2]([Cl:1])[CH:3]=[C:4]2[C:9]=1[O:8][CH2:7][CH2:6][CH:5]2[C:13]([O:15][CH2:16][CH3:17])=[O:14]. The yield is 0.900. (7) The reactants are C[O:2][C:3](=[O:35])[CH:4]=[CH:5][C:6]1[CH:11]=[CH:10][C:9]([O:12][CH2:13][C:14](=[O:32])[NH:15][CH2:16][CH2:17][O:18][CH2:19][CH2:20][O:21][CH2:22][CH2:23][NH:24][C:25]([O:27][C:28]([CH3:31])([CH3:30])[CH3:29])=[O:26])=[C:8]([O:33][CH3:34])[CH:7]=1.[OH-].[Li+]. The catalyst is CO.O. The product is [C:28]([O:27][C:25]([NH:24][CH2:23][CH2:22][O:21][CH2:20][CH2:19][O:18][CH2:17][CH2:16][NH:15][C:14]([CH2:13][O:12][C:9]1[CH:10]=[CH:11][C:6]([CH:5]=[CH:4][C:3]([OH:35])=[O:2])=[CH:7][C:8]=1[O:33][CH3:34])=[O:32])=[O:26])([CH3:31])([CH3:30])[CH3:29]. The yield is 0.620. (8) The reactants are [CH3:1][C:2]1[C:6]([CH2:7][N:8]2[CH:12]=[C:11]([N:13]3[C:17](=[O:18])[CH2:16][NH:15][C:14]3=[O:19])[CH:10]=[N:9]2)=[C:5]([CH3:20])[O:4][N:3]=1.[CH3:21][O:22][C:23]1[CH:24]=[C:25]([CH:29]=[CH:30][CH:31]=1)[CH2:26][CH2:27]Br. No catalyst specified. The product is [CH3:1][C:2]1[C:6]([CH2:7][N:8]2[CH:12]=[C:11]([N:13]3[C:17](=[O:18])[CH2:16][N:15]([CH2:27][CH2:26][C:25]4[CH:29]=[CH:30][CH:31]=[C:23]([O:22][CH3:21])[CH:24]=4)[C:14]3=[O:19])[CH:10]=[N:9]2)=[C:5]([CH3:20])[O:4][N:3]=1. The yield is 0.340.